The task is: Predict the reaction yield, written as a fraction of the theoretical maximum amount of product (1.0 means a 100% yield; for example, 0.34 means a 34% yield).. This data is from Reaction yield outcomes from USPTO patents with 853,638 reactions. (1) The reactants are [CH:1]([C:4]1[CH:9]=[CH:8][C:7](C)=[CH:6][C:5]=1[NH:11][C:12]([NH:14][C:15]([NH:17][CH:18]1[CH2:26][C:25]2[C:20](=[CH:21][CH:22]=[C:23]([C:27]3[N:31]=[CH:30][N:29]([C:32]4[CH:37]=[CH:36][C:35]([O:38][C:39]([F:42])([F:41])[F:40])=[CH:34][CH:33]=4)[N:28]=3)[CH:24]=2)[CH2:19]1)=[O:16])=[S:13])([CH3:3])[CH3:2].[C:43](Cl)(=[O:46])[CH:44]=[CH2:45]. The catalyst is CC(=O)CC. The product is [CH:1]([C:4]1[CH:9]=[CH:8][CH:7]=[CH:6][C:5]=1[N:11]1[C:43](=[O:46])[CH2:44][CH2:45][S:13]/[C:12]/1=[N:14]\[C:15]([NH:17][CH:18]1[CH2:26][C:25]2[C:20](=[CH:21][CH:22]=[C:23]([C:27]3[N:31]=[CH:30][N:29]([C:32]4[CH:37]=[CH:36][C:35]([O:38][C:39]([F:42])([F:41])[F:40])=[CH:34][CH:33]=4)[N:28]=3)[CH:24]=2)[CH2:19]1)=[O:16])([CH3:3])[CH3:2]. The yield is 0.0500. (2) The product is [CH3:29][N:28]([CH3:30])[S:25]([C:19]1[CH:20]=[CH:21][C:22]([O:1][C:2]2[C:7]3[CH:8]=[C:9]([CH3:11])[O:10][C:6]=3[CH:5]=[C:4]([C:12]([O:14][CH2:15][CH3:16])=[O:13])[CH:3]=2)=[CH:23][C:18]=1[F:17])(=[O:27])=[O:26]. The catalyst is CN(C=O)C.[Cu]I. The reactants are [OH:1][C:2]1[C:7]2[CH:8]=[C:9]([CH3:11])[O:10][C:6]=2[CH:5]=[C:4]([C:12]([O:14][CH2:15][CH3:16])=[O:13])[CH:3]=1.[F:17][C:18]1[CH:23]=[C:22](F)[CH:21]=[CH:20][C:19]=1[S:25]([N:28]([CH3:30])[CH3:29])(=[O:27])=[O:26].C([O-])([O-])=O.[Cs+].[Cs+]. The yield is 0.910. (3) The reactants are [N:1]1([C:7]([O:9][C:10]([CH3:13])([CH3:12])[CH3:11])=[O:8])[CH2:6][CH2:5][NH:4][CH2:3][CH2:2]1.Br[C:15]1[CH:20]=[CH:19][C:18]([F:21])=[CH:17][C:16]=1[C:22]([F:25])([F:24])[F:23].C1(P(C2C=CC=CC=2)C2C=CC3C(=CC=CC=3)C=2C2C3C(=CC=CC=3)C=CC=2P(C2C=CC=CC=2)C2C=CC=CC=2)C=CC=CC=1.CC(C)([O-])C.[Na+]. The catalyst is C(OC(=O)C)C.C1(C)C=CC=CC=1. The product is [C:10]([O:9][C:7]([N:1]1[CH2:6][CH2:5][N:4]([C:15]2[CH:20]=[CH:19][C:18]([F:21])=[CH:17][C:16]=2[C:22]([F:23])([F:25])[F:24])[CH2:3][CH2:2]1)=[O:8])([CH3:13])([CH3:12])[CH3:11]. The yield is 1.00. (4) The reactants are [N:1]([C@@H:4]([C@H:32]([CH3:35])[CH2:33][CH3:34])[C:5]([N:7]([CH:15]([CH:29]([CH3:31])[CH3:30])[CH2:16][C:17]([C:19]1[S:20][CH:21]=[C:22]([C:24]([O:26][CH2:27][CH3:28])=[O:25])[N:23]=1)=[O:18])[CH2:8][C:9]1[CH:14]=[CH:13][CH:12]=[CH:11][CH:10]=1)=[O:6])=[N+:2]=[N-:3].CO. The catalyst is C1COCC1. The product is [N:1]([C@@H:4]([C@H:32]([CH3:35])[CH2:33][CH3:34])[C:5]([N:7]([C@@H:15]([CH:29]([CH3:30])[CH3:31])[CH2:16][C@H:17]([C:19]1[S:20][CH:21]=[C:22]([C:24]([O:26][CH2:27][CH3:28])=[O:25])[N:23]=1)[OH:18])[CH2:8][C:9]1[CH:10]=[CH:11][CH:12]=[CH:13][CH:14]=1)=[O:6])=[N+:2]=[N-:3]. The yield is 0.600.